This data is from Forward reaction prediction with 1.9M reactions from USPTO patents (1976-2016). The task is: Predict the product of the given reaction. (1) Given the reactants [C:1]([O:5][C:6]([C:8]1[CH:13]=[CH:12][C:11]([C:14]2[C:15]([C:29]([O:31][CH2:32][CH3:33])=[O:30])=[N:16][N:17]([C:23]3[CH:28]=[CH:27][CH:26]=[CH:25][CH:24]=3)[C:18]=2[CH2:19][CH2:20][CH2:21][CH3:22])=[C:10]([C:34]([N:36]2[CH2:45][CH2:44][C:43]3[C:38](=[CH:39][CH:40]=[CH:41][CH:42]=3)[CH2:37]2)=[O:35])[CH:9]=1)=[O:7])([CH3:4])([CH3:3])[CH3:2].[CH:46](C1C=CC(N/N=C/C(OCC)=O)=CC=1)([CH3:48])[CH3:47].[N+](C(CCCC)=CC1C=CC(C(OC(C)(C)C)=O)=CC=1C(N1CCC2C(=CC=CC=2)C1)=O)([O-])=O, predict the reaction product. The product is: [C:1]([O:5][C:6]([C:8]1[CH:13]=[CH:12][C:11]([C:14]2[C:15]([C:29]([O:31][CH2:32][CH3:33])=[O:30])=[N:16][N:17]([C:23]3[CH:28]=[CH:27][C:26]([CH:46]([CH3:48])[CH3:47])=[CH:25][CH:24]=3)[C:18]=2[CH2:19][CH2:20][CH2:21][CH3:22])=[C:10]([C:34]([N:36]2[CH2:45][CH2:44][C:43]3[C:38](=[CH:39][CH:40]=[CH:41][CH:42]=3)[CH2:37]2)=[O:35])[CH:9]=1)=[O:7])([CH3:3])([CH3:4])[CH3:2]. (2) Given the reactants [N+]([C:4]1[CH:12]=[CH:11][C:7]([C:8](Cl)=[O:9])=[CH:6][CH:5]=1)([O-])=O.[Cl-].[Al+3].[Cl-].[Cl-], predict the reaction product. The product is: [C:8]([C:4]1[CH:12]=[CH:11][CH:7]=[CH:6][CH:5]=1)(=[O:9])[C:7]1[CH:11]=[CH:12][CH:4]=[CH:5][CH:6]=1. (3) The product is: [C:62]([NH:66][CH2:67][C:68]1[CH:69]=[C:70]2[C:75](=[CH:76][CH:77]=1)[CH2:74][CH:73]([NH:78][C:26](=[O:28])[CH2:25][CH:17]1[N:16]([S:13]([C:8]3[CH:7]=[CH:6][C:5]4[C:10](=[CH:11][CH:12]=[C:3]([O:2][CH3:1])[CH:4]=4)[CH:9]=3)(=[O:14])=[O:15])[CH2:21][CH2:20][N:19]3[CH:22]=[CH:23][CH:24]=[C:18]13)[CH2:72][CH2:71]2)([CH3:65])([CH3:63])[CH3:64]. Given the reactants [CH3:1][O:2][C:3]1[CH:4]=[C:5]2[C:10](=[CH:11][CH:12]=1)[CH:9]=[C:8]([S:13]([N:16]1[CH2:21][CH2:20][N:19]3[CH:22]=[CH:23][CH:24]=[C:18]3[CH:17]1[CH2:25][C:26]([OH:28])=O)(=[O:15])=[O:14])[CH:7]=[CH:6]2.CN(C(ON1N=NC2C=CC=NC1=2)=[N+](C)C)C.F[P-](F)(F)(F)(F)F.CCN(C(C)C)C(C)C.[C:62]([NH:66][CH2:67][C:68]1[CH:69]=[C:70]2[C:75](=[CH:76][CH:77]=1)[CH2:74][CH:73]([NH2:78])[CH2:72][CH2:71]2)([CH3:65])([CH3:64])[CH3:63], predict the reaction product. (4) Given the reactants [Cl:1][C:2]1[CH:3]=[C:4]([C:7](=O)[CH3:8])[S:5][CH:6]=1.O.[NH2:11][C:12]([NH2:14])=[S:13], predict the reaction product. The product is: [NH2:14][C:12]1[S:13][CH:8]=[C:7]([C:4]2[S:5][CH:6]=[C:2]([Cl:1])[CH:3]=2)[N:11]=1.